This data is from Forward reaction prediction with 1.9M reactions from USPTO patents (1976-2016). The task is: Predict the product of the given reaction. Given the reactants [Br:1][C:2]1[CH:9]=[CH:8][C:7](O[Si](C(C)(C)C)(C)C)=[CH:6][C:3]=1[CH2:4][OH:5].[Cl-].COC[P+](C1C=CC=CC=1)(C1C=CC=CC=1)C1C=CC=CC=1.CC(C)([O-])C.[K+].[CH3:47][N:48](C)C=O, predict the reaction product. The product is: [Br:1][C:2]1[CH:9]=[CH:8][C:7]([C:47]#[N:48])=[CH:6][C:3]=1[CH2:4][OH:5].